The task is: Predict the product of the given reaction.. This data is from Forward reaction prediction with 1.9M reactions from USPTO patents (1976-2016). (1) Given the reactants Cl.Cl.[O:3]1[CH2:7][CH2:6][C@H:5]([C@:8]2([C:14]([N:16]3[CH2:21][CH2:20][N:19]([C:22]4[CH:27]=[C:26]([C:28]([F:31])([F:30])[F:29])[CH:25]=[CH:24][N:23]=4)[CH2:18][CH2:17]3)=[O:15])[CH2:12][CH2:11][C@@H:10]([NH2:13])[CH2:9]2)[CH2:4]1.[CH3:32][O:33][CH:34]1[C:39](=O)[CH2:38][CH2:37][O:36][CH2:35]1.C(N(CC)CC)C.C(O[BH-](OC(=O)C)OC(=O)C)(=O)C.[Na+], predict the reaction product. The product is: [CH3:32][O:33][CH:34]1[C@H:39]([NH:13][C@@H:10]2[CH2:11][CH2:12][C@:8]([C@H:5]3[CH2:6][CH2:7][O:3][CH2:4]3)([C:14]([N:16]3[CH2:17][CH2:18][N:19]([C:22]4[CH:27]=[C:26]([C:28]([F:29])([F:31])[F:30])[CH:25]=[CH:24][N:23]=4)[CH2:20][CH2:21]3)=[O:15])[CH2:9]2)[CH2:38][CH2:37][O:36][CH2:35]1. (2) Given the reactants [CH3:1][O:2][C:3]([NH:5][CH2:6][CH2:7][N:8]1[C:13]2[CH:14]=[C:15]([C:19]([OH:21])=O)[C:16]([CH3:18])=[CH:17][C:12]=2[S:11][CH:10]([CH3:22])[C:9]1=[O:23])=[O:4].C(N(C(C)C)C(C)C)C.[CH:33]([NH:36][C@@H:37]1[CH2:42][CH2:41][CH2:40][N:39]([C:43]([O:45][C:46]([CH3:49])([CH3:48])[CH3:47])=[O:44])[CH2:38]1)([CH3:35])[CH3:34].[Cl-].[Na+], predict the reaction product. The product is: [CH:33]([N:36]([C:19]([C:15]1[C:16]([CH3:18])=[CH:17][C:12]2[S:11][CH:10]([CH3:22])[C:9](=[O:23])[N:8]([CH2:7][CH2:6][NH:5][C:3]([O:2][CH3:1])=[O:4])[C:13]=2[CH:14]=1)=[O:21])[C@@H:37]1[CH2:42][CH2:41][CH2:40][N:39]([C:43]([O:45][C:46]([CH3:48])([CH3:47])[CH3:49])=[O:44])[CH2:38]1)([CH3:35])[CH3:34]. (3) Given the reactants [F:1][C:2]1[CH:7]=[CH:6][C:5]([C:8]2[O:9][C:10]3[CH:20]=[C:19]([N+:21]([O-:23])=[O:22])[C:18]([O:24]C(C)C)=[CH:17][C:11]=3[C:12]=2[C:13]([O:15][CH3:16])=[O:14])=[CH:4][CH:3]=1.B(Cl)(Cl)Cl, predict the reaction product. The product is: [F:1][C:2]1[CH:3]=[CH:4][C:5]([C:8]2[O:9][C:10]3[CH:20]=[C:19]([N+:21]([O-:23])=[O:22])[C:18]([OH:24])=[CH:17][C:11]=3[C:12]=2[C:13]([O:15][CH3:16])=[O:14])=[CH:6][CH:7]=1. (4) Given the reactants [F:1][C:2]1[CH:3]=[C:4]([CH2:11][CH2:12][C:13]([O:15]CC)=[O:14])[CH:5]=[C:6]([O:9][CH3:10])[C:7]=1[OH:8].[CH2:18](Br)[C:19]#[CH:20].C(=O)([O-])[O-].[K+].[K+].C(#N)C, predict the reaction product. The product is: [F:1][C:2]1[CH:3]=[C:4]([CH2:11][CH2:12][C:13]([OH:15])=[O:14])[CH:5]=[C:6]([O:9][CH3:10])[C:7]=1[O:8][CH2:20][C:19]#[CH:18]. (5) Given the reactants [CH2:1]([O:8][CH2:9][CH2:10][O:11][C:12]1[CH:18]=[CH:17][C:15]([NH2:16])=[CH:14][C:13]=1[C:19]([F:22])([F:21])[F:20])[C:2]1[CH:7]=[CH:6][CH:5]=[CH:4][CH:3]=1.[Br:23][C:24]1[CH:29]=[CH:28][C:27]([CH2:30][C:31](O)=[O:32])=[C:26]([F:34])[CH:25]=1.C1C=CC2N(O)N=NC=2C=1.C(Cl)CCl.CCN(CC)CC, predict the reaction product. The product is: [CH2:1]([O:8][CH2:9][CH2:10][O:11][C:12]1[CH:18]=[CH:17][C:15]([NH:16][C:31](=[O:32])[CH2:30][C:27]2[CH:28]=[CH:29][C:24]([Br:23])=[CH:25][C:26]=2[F:34])=[CH:14][C:13]=1[C:19]([F:20])([F:21])[F:22])[C:2]1[CH:3]=[CH:4][CH:5]=[CH:6][CH:7]=1. (6) The product is: [CH2:11]([O:18][C:19]1[CH:20]=[CH:21][C:22]([C:25]23[CH2:31][CH2:30][CH2:29][CH2:28][CH:27]=[C:26]2[O:32][C:34]2[CH:35]=[CH:36][CH:37]=[C:38]([F:39])[C:33]3=2)=[CH:23][CH:24]=1)[C:12]1[CH:17]=[CH:16][CH:15]=[CH:14][CH:13]=1. Given the reactants C[Si]([N-][Si](C)(C)C)(C)C.[K+].[CH2:11]([O:18][C:19]1[CH:24]=[CH:23][C:22]([C:25]2([C:33]3[C:38]([F:39])=[CH:37][CH:36]=[CH:35][C:34]=3F)[CH2:31][CH2:30][CH2:29][CH2:28][CH2:27][C:26]2=[O:32])=[CH:21][CH:20]=1)[C:12]1[CH:17]=[CH:16][CH:15]=[CH:14][CH:13]=1, predict the reaction product.